Dataset: CYP2C9 inhibition data for predicting drug metabolism from PubChem BioAssay. Task: Regression/Classification. Given a drug SMILES string, predict its absorption, distribution, metabolism, or excretion properties. Task type varies by dataset: regression for continuous measurements (e.g., permeability, clearance, half-life) or binary classification for categorical outcomes (e.g., BBB penetration, CYP inhibition). Dataset: cyp2c9_veith. The compound is COc1ccc2cc([C@H](C)C(=O)[O-])ccc2c1.[Na+]. The result is 0 (non-inhibitor).